From a dataset of Catalyst prediction with 721,799 reactions and 888 catalyst types from USPTO. Predict which catalyst facilitates the given reaction. (1) Reactant: [CH2:1]=[CH:2][CH:3]=[CH2:4].[CH2:5]=[CH:6][C:7](=[CH2:9])[CH3:8].[CH2:10]=[CH:11][C:12]1[CH:17]=[CH:16][CH:15]=[CH:14][CH:13]=1.CN(C)CCN(C)C.C([Li])CCC.CC(C1C(O)=C(C(C)(C)C)C=C(CCC(OCC(COC(CCC2C=C(C(C)(C)C)C(O)=C(C(C)(C)C)C=2)=O)(COC(CCC2C=C(C(C)(C)C)C(O)=C(C(C)(C)C)C=2)=O)COC(CCC2C=C(C(C)(C)C)C(O)=C(C(C)(C)C)C=2)=O)=O)C=1)(C)C. Product: [CH2:1]=[CH:2][CH:3]=[CH2:4].[CH2:5]=[CH:6][C:7](=[CH2:8])[CH3:9].[CH2:10]=[CH:11][C:12]1[CH:17]=[CH:16][CH:15]=[CH:14][CH:13]=1. The catalyst class is: 548. (2) Reactant: [Cl-].[CH3:2][O:3][C:4]1[CH:5]=[C:6]2[C:11](=[CH:12][CH:13]=1)[O:10][CH2:9][CH:8]([NH3+:14])[C:7]2=[O:15].C(N(C(C)C)CC)(C)C.[C:25]([O:28][CH2:29][CH3:30])(=[O:27])C. Product: [CH3:2][O:3][C:4]1[CH:5]=[C:6]2[C:11](=[CH:12][CH:13]=1)[O:10][CH2:9][CH:8]([NH:14][C:25](=[O:27])[O:28][CH2:29][CH3:30])[C:7]2=[O:15]. The catalyst class is: 7. (3) Reactant: [CH3:1][C@@H:2]1[N:7]([C:8]2[N:9]=[C:10]([C:24]3[CH:29]=[CH:28][C:27]([NH:30][C:31]([O:33][C:34]4[CH:39]=[CH:38][CH:37]=[CH:36][CH:35]=4)=[O:32])=[CH:26][CH:25]=3)[C:11]3[CH2:16][N:15](C(OC(C)(C)C)=O)[CH2:14][C:12]=3[N:13]=2)[CH2:6][CH2:5][O:4][CH2:3]1. Product: [CH3:1][C@@H:2]1[N:7]([C:8]2[N:9]=[C:10]([C:24]3[CH:25]=[CH:26][C:27]([NH:30][C:31](=[O:32])[O:33][C:34]4[CH:35]=[CH:36][CH:37]=[CH:38][CH:39]=4)=[CH:28][CH:29]=3)[C:11]3[CH2:16][NH:15][CH2:14][C:12]=3[N:13]=2)[CH2:6][CH2:5][O:4][CH2:3]1. The catalyst class is: 89. (4) Reactant: F[C:2](F)(F)[C:3]([O:5][C:6]1[C:11]([F:12])=[C:10]([F:13])[C:9]([F:14])=[C:8]([F:15])[C:7]=1[F:16])=[O:4].[N:19]([CH2:22][C@H:23]1[O:27][C:26](=[O:28])[N:25]([C:29]2[CH:34]=[CH:33]C(C(O)=O)=[C:31]([F:38])[CH:30]=2)[CH2:24]1)=[N+:20]=[N-:21].N1C=CC=CC=1.C(O)(=O)CC(CC(O)=O)(C(O)=O)O. Product: [N:19]([CH2:22][C@H:23]1[O:27][C:26](=[O:28])[N:25]([C:29]2[CH:34]=[CH:33][C:2]([C:3]([O:5][C:6]3[C:11]([F:12])=[C:10]([F:13])[C:9]([F:14])=[C:8]([F:15])[C:7]=3[F:16])=[O:4])=[C:31]([F:38])[CH:30]=2)[CH2:24]1)=[N+:20]=[N-:21]. The catalyst class is: 39. (5) Reactant: [C:1]([O:5][C:6]([N:8]([CH2:32][C:33]1[CH:38]=[CH:37][C:36]([O:39][CH3:40])=[C:35]([O:41][CH3:42])[CH:34]=1)[C:9]1[N:14]2[N:15]=[C:16]([C:18]3[O:19][CH:20]=[CH:21][CH:22]=3)[N:17]=[C:13]2[CH:12]=[C:11]([CH2:23][O:24][Si](C(C)(C)C)(C)C)[N:10]=1)=[O:7])([CH3:4])([CH3:3])[CH3:2].[F-].C([N+](CCCC)(CCCC)CCCC)CCC.CCCCCC.C(OCC)(=O)C. Product: [C:1]([O:5][C:6]([N:8]([CH2:32][C:33]1[CH:38]=[CH:37][C:36]([O:39][CH3:40])=[C:35]([O:41][CH3:42])[CH:34]=1)[C:9]1[N:14]2[N:15]=[C:16]([C:18]3[O:19][CH:20]=[CH:21][CH:22]=3)[N:17]=[C:13]2[CH:12]=[C:11]([CH2:23][OH:24])[N:10]=1)=[O:7])([CH3:4])([CH3:3])[CH3:2]. The catalyst class is: 1. (6) Reactant: [Cl:1][C:2]1[CH:10]=[C:9]2[C:5]([C:6]3([C@@H:15]([C:16]4[CH:21]=[CH:20][N:19]=[C:18]([Cl:22])[C:17]=4[F:23])[C@H:14]([C:24]([OH:26])=[O:25])[N:13]([C@H](C4C=CC=CC=4)[C@@H](O)C4C=CC=CC=4)[C:12]43[CH2:46][CH2:45][C:44]([CH3:48])([CH3:47])[CH2:43][CH2:42]4)[C:7](=[O:11])[NH:8]2)=[CH:4][CH:3]=1.[N+]([O-])([O-])=O.[NH4+].[NH4+].[Ce+4].[N+]([O-])([O-])=O.[N+]([O-])([O-])=O.[N+]([O-])([O-])=O.[N+]([O-])([O-])=O.[N+]([O-])([O-])=O.C(=O)([O-])[O-].[K+].[K+]. Product: [Cl:1][C:2]1[CH:10]=[C:9]2[C:5]([C:6]3([C@@H:15]([C:16]4[CH:21]=[CH:20][N:19]=[C:18]([Cl:22])[C:17]=4[F:23])[C@H:14]([C:24]([OH:26])=[O:25])[NH:13][C:12]43[CH2:46][CH2:45][C:44]([CH3:48])([CH3:47])[CH2:43][CH2:42]4)[C:7](=[O:11])[NH:8]2)=[CH:4][CH:3]=1. The catalyst class is: 24. (7) Reactant: Cl[C:2]1[CH:7]=[C:6]([C:8]([F:11])([F:10])[F:9])[N:5]=[CH:4][N:3]=1.[NH:12]1[CH2:17][CH2:16][NH:15][CH2:14][CH2:13]1.C(N(CC)CC)C. Product: [N:12]1([C:2]2[CH:7]=[C:6]([C:8]([F:11])([F:10])[F:9])[N:5]=[CH:4][N:3]=2)[CH2:17][CH2:16][NH:15][CH2:14][CH2:13]1. The catalyst class is: 18. (8) Reactant: [Cl:1][S:2]([OH:5])(=O)=[O:3].[Cl:6][C:7]1[CH:8]=[CH:9][C:10]([O:24][CH3:25])=[C:11]([CH:23]=1)[C:12]([NH:14][CH2:15][CH2:16][C:17]1[CH:22]=[CH:21][CH:20]=[CH:19][CH:18]=1)=[O:13]. Product: [Cl:6][C:7]1[CH:8]=[CH:9][C:10]([O:24][CH3:25])=[C:11]([CH:23]=1)[C:12]([NH:14][CH2:15][CH2:16][C:17]1[CH:18]=[CH:19][C:20]([S:2]([Cl:1])(=[O:5])=[O:3])=[CH:21][CH:22]=1)=[O:13]. The catalyst class is: 4. (9) Reactant: [C:1]([N:5]1[CH:9]=[C:8]([CH:10](OCC)[O:11]CC)[N:7]=[N:6]1)([CH3:4])([CH3:3])[CH3:2].ClCCl.FC(F)(F)C(O)=O. Product: [C:1]([N:5]1[CH:9]=[C:8]([CH:10]=[O:11])[N:7]=[N:6]1)([CH3:4])([CH3:3])[CH3:2]. The catalyst class is: 6.